This data is from Choline transporter screen with 302,306 compounds. The task is: Binary Classification. Given a drug SMILES string, predict its activity (active/inactive) in a high-throughput screening assay against a specified biological target. (1) The compound is O=C(N1CCN(CC1)c1c2c(nc(c1)C)cccc2)c1occc1. The result is 0 (inactive). (2) The compound is S(=O)(=O)(Nc1nn(c2nc3c(cc12)cccc3C)CCC)c1c2nonc2ccc1. The result is 1 (active). (3) The drug is O=C(Nc1c(cccc1)C#N)CNc1c(CN(C2CCCCC2)C)cccc1. The result is 0 (inactive).